From a dataset of Full USPTO retrosynthesis dataset with 1.9M reactions from patents (1976-2016). Predict the reactants needed to synthesize the given product. (1) Given the product [CH2:17]([O:2][C:1]1[CH:8]=[CH:7][CH:6]=[C:4]([OH:5])[CH:3]=1)[C:16]#[CH:15], predict the reactants needed to synthesize it. The reactants are: [C:1]1([CH:8]=[CH:7][CH:6]=[C:4]([OH:5])[CH:3]=1)[OH:2].C([O-])([O-])=O.[K+].[K+].[CH2:15](Br)[C:16]#[CH:17].C(OCC)(=O)C. (2) Given the product [CH3:20][C:15]1[C:14]([CH2:13][N:11]2[CH:12]=[C:8]([N:7]3[CH2:2][CH2:3][NH:4][C:5]3=[O:6])[CH:9]=[N:10]2)=[C:18]([CH3:19])[O:17][N:16]=1, predict the reactants needed to synthesize it. The reactants are: Cl[CH2:2][CH2:3][NH:4][C:5]([NH:7][C:8]1[CH:9]=[N:10][N:11]([CH2:13][C:14]2[C:15]([CH3:20])=[N:16][O:17][C:18]=2[CH3:19])[CH:12]=1)=[O:6].[H-].[Na+]. (3) Given the product [N:1]1([S:44]([C:40]2[CH:39]=[C:38]([C:34]3[CH:33]=[C:32]([C:18]4[N:17]=[C:16]([C:15]([F:14])([F:48])[F:49])[CH:21]=[C:20]([C:22]5[CH:27]=[CH:26][C:25]([C:28]([F:31])([F:29])[F:30])=[CH:24][CH:23]=5)[N:19]=4)[CH:37]=[CH:36][N:35]=3)[CH:43]=[CH:42][CH:41]=2)(=[O:45])=[O:46])[CH2:5][CH2:4][CH2:3][CH2:2]1, predict the reactants needed to synthesize it. The reactants are: [NH:1]1[CH2:5][CH2:4][CH2:3][CH2:2]1.C(N(CC)CC)C.Cl.[F:14][C:15]([F:49])([F:48])[C:16]1[CH:21]=[C:20]([C:22]2[CH:27]=[CH:26][C:25]([C:28]([F:31])([F:30])[F:29])=[CH:24][CH:23]=2)[N:19]=[C:18]([C:32]2[CH:37]=[CH:36][N:35]=[C:34]([C:38]3[CH:39]=[C:40]([S:44](Cl)(=[O:46])=[O:45])[CH:41]=[CH:42][CH:43]=3)[CH:33]=2)[N:17]=1. (4) Given the product [C:1]([Si:5]([C:21]1[CH:22]=[CH:23][CH:24]=[CH:25][CH:26]=1)([C:15]1[CH:20]=[CH:19][CH:18]=[CH:17][CH:16]=1)[O:6][C@@H:7]1[CH2:11][C@H:10]([C:12]#[N:13])[C@@H:9]([O:14][CH3:27])[CH2:8]1)([CH3:4])([CH3:2])[CH3:3], predict the reactants needed to synthesize it. The reactants are: [C:1]([Si:5]([C:21]1[CH:26]=[CH:25][CH:24]=[CH:23][CH:22]=1)([C:15]1[CH:20]=[CH:19][CH:18]=[CH:17][CH:16]=1)[O:6][C@@H:7]1[CH2:11][C@H:10]([C:12]#[N:13])[C@@H:9]([OH:14])[CH2:8]1)([CH3:4])([CH3:3])[CH3:2].[CH3:27]I. (5) Given the product [NH:42]([C:22](=[O:23])[CH2:21][CH:18]1[CH2:17][CH2:16][N:15]([C:4]2[C:3]([C:1]#[N:2])=[CH:8][C:7]([C:9]([O:11][CH2:12][CH3:13])=[O:10])=[C:6]([CH3:14])[N:5]=2)[CH2:20][CH2:19]1)[C:40]1[CH:41]=[CH:36][CH:37]=[CH:38][CH:39]=1, predict the reactants needed to synthesize it. The reactants are: [C:1]([C:3]1[C:4]([N:15]2[CH2:20][CH2:19][CH:18]([CH2:21][C:22](O)=[O:23])[CH2:17][CH2:16]2)=[N:5][C:6]([CH3:14])=[C:7]([C:9]([O:11][CH2:12][CH3:13])=[O:10])[CH:8]=1)#[N:2].CCN=C=NCCCN(C)C.[CH:36]1[CH:37]=[CH:38][C:39]2N(O)N=[N:42][C:40]=2[CH:41]=1.NC1C=CC=CC=1.CCN(C(C)C)C(C)C. (6) Given the product [Br:1][C:2]1[CH:3]=[C:4]([C:11]([N:13]2[CH2:18][CH2:17][O:16][C:15]3[N:19]=[CH:20][C:21]([C:23]([F:24])([F:26])[F:25])=[CH:22][C:14]2=3)=[O:12])[CH:5]=[C:6]([Br:10])[C:7]=1[OH:8], predict the reactants needed to synthesize it. The reactants are: [Br:1][C:2]1[CH:3]=[C:4]([C:11]([N:13]2[CH2:18][CH2:17][O:16][C:15]3[N:19]=[CH:20][C:21]([C:23]([F:26])([F:25])[F:24])=[CH:22][C:14]2=3)=[O:12])[CH:5]=[C:6]([Br:10])[C:7]=1[O:8]C.[Br-].[Li+].N1CCNCC1. (7) The reactants are: [Br:1][C:2]1[C:3]([NH2:31])=[N:4][CH:5]=[N:6][C:7]=1[N:8]1[CH2:13][CH2:12][CH:11]([C:14]2[N:15]([CH3:30])[CH:16]=[C:17](C3C=CC(F)=C(C(F)(F)F)C=3)[N:18]=2)[CH2:10][CH2:9]1.[F:32][C:33]1[CH:38]=[CH:37][C:36](C2N(C)C(C3CCNCC3)=NC=2)=[CH:35][C:34]=1[C:51]([F:54])([F:53])[F:52]. Given the product [Br:1][C:2]1[C:3]([NH2:31])=[N:4][CH:5]=[N:6][C:7]=1[N:8]1[CH2:9][CH2:10][CH:11]([C:14]2[N:15]([CH3:30])[C:16]([C:36]3[CH:37]=[CH:38][C:33]([F:32])=[C:34]([C:51]([F:54])([F:53])[F:52])[CH:35]=3)=[CH:17][N:18]=2)[CH2:12][CH2:13]1, predict the reactants needed to synthesize it.